From a dataset of Forward reaction prediction with 1.9M reactions from USPTO patents (1976-2016). Predict the product of the given reaction. (1) The product is: [CH:22]([CH:23]=[CH2:24])=[O:21].[C:25]([OH:28])(=[O:43])[CH:26]=[CH2:27]. Given the reactants CCC.C=CC.CCC.C1N(P([O:21][C:22]2[CH:27]=[CH:26][C:25]([O:28]P(N3CCOCC3)(N3CC3)=O)=[CH:24][CH:23]=2)(N2CCOCC2)=O)C1.C=CC.[O:43]=O, predict the reaction product. (2) Given the reactants [C:1]([O:6]CC)(=O)[CH:2]=[N:3][OH:4].[NH2:9][CH2:10][C:11]([N:13]1[CH2:19][CH2:18][CH2:17][CH2:16][CH2:15][CH2:14]1)=[O:12], predict the reaction product. The product is: [N:13]1([C:11](=[O:12])[CH2:10][NH:9][C:1](=[O:6])[CH:2]=[N:3][OH:4])[CH2:19][CH2:18][CH2:17][CH2:16][CH2:15][CH2:14]1. (3) Given the reactants [CH2:1]([O:3][C:4](=[O:18])[NH:5][C:6]1[CH:7]=[CH:8][C:9]2[C:15](=[O:16])[CH2:14][CH2:13][CH2:12][CH2:11][C:10]=2[CH:17]=1)[CH3:2].CC(C)([O-])C.[Li+].CCCCCC.C(O[C@@H]([CH2:38][NH:39][C:40](=[O:42])[CH3:41])CCl)(=O)C.[Cl-].[NH4+], predict the reaction product. The product is: [O:18]=[C:4]1[N:5]([C:6]2[CH:7]=[CH:8][C:9]3[C:15](=[O:16])[CH2:14][CH2:13][CH2:12][CH2:11][C:10]=3[CH:17]=2)[CH2:2][C@H:1]([CH2:38][NH:39][C:40](=[O:42])[CH3:41])[O:3]1. (4) Given the reactants I[C:2]1[CH:7]=[CH:6][C:5]([S:8]([CH3:11])(=[O:10])=[O:9])=[CH:4][CH:3]=1.I[C:13]([F:20])([F:19])[C:14]([O:16][CH2:17][CH3:18])=[O:15].[Cl-].[NH4+], predict the reaction product. The product is: [F:19][C:13]([F:20])([C:2]1[CH:7]=[CH:6][C:5]([S:8]([CH3:11])(=[O:10])=[O:9])=[CH:4][CH:3]=1)[C:14]([O:16][CH2:17][CH3:18])=[O:15].